From a dataset of Reaction yield outcomes from USPTO patents with 853,638 reactions. Predict the reaction yield, written as a fraction of the theoretical maximum amount of product (1.0 means a 100% yield; for example, 0.34 means a 34% yield). (1) The reactants are [CH3:1][C:2]1([CH3:20])[C:6]([CH3:8])([CH3:7])[O:5][B:4]([C:9]2[CH:10]=[N:11][N:12]([CH:14]3[CH2:19][CH2:18][NH:17][CH2:16][CH2:15]3)[CH:13]=2)[O:3]1.[CH3:21][S:22]([CH:25]=[CH2:26])(=[O:24])=[O:23].CCN(C(C)C)C(C)C. The catalyst is CN(C=O)C. The product is [CH3:21][S:22]([CH2:25][CH2:26][N:17]1[CH2:18][CH2:19][CH:14]([N:12]2[CH:13]=[C:9]([B:4]3[O:5][C:6]([CH3:7])([CH3:8])[C:2]([CH3:20])([CH3:1])[O:3]3)[CH:10]=[N:11]2)[CH2:15][CH2:16]1)(=[O:24])=[O:23]. The yield is 0.110. (2) The reactants are [CH3:1][O:2][C:3]1[CH:4]=[C:5]2[C:10](=[CH:11][C:12]=1[O:13][CH3:14])[N:9]=[CH:8][N:7]=[C:6]2[O:15][C:16]1[CH:22]=[CH:21][C:19]([NH2:20])=[C:18]([O:23][CH3:24])[CH:17]=1.C(N(CC)CC)C.ClC(Cl)(O[C:36](=[O:42])OC(Cl)(Cl)Cl)Cl.[CH2:44]([N:51]1[CH2:56][CH2:55][CH:54]([NH2:57])[CH2:53][CH2:52]1)[C:45]1[CH:50]=[CH:49][CH:48]=[CH:47][CH:46]=1. The catalyst is C(Cl)(Cl)Cl.O. The product is [CH2:44]([N:51]1[CH2:56][CH2:55][CH:54]([NH:57][C:36]([NH:20][C:19]2[CH:21]=[CH:22][C:16]([O:15][C:6]3[C:5]4[C:10](=[CH:11][C:12]([O:13][CH3:14])=[C:3]([O:2][CH3:1])[CH:4]=4)[N:9]=[CH:8][N:7]=3)=[CH:17][C:18]=2[O:23][CH3:24])=[O:42])[CH2:53][CH2:52]1)[C:45]1[CH:46]=[CH:47][CH:48]=[CH:49][CH:50]=1. The yield is 0.710. (3) The reactants are [F:1][C:2]1[CH:7]=[CH:6][C:5]([NH:8][C:9]([N:11]2[CH2:15][CH2:14][CH2:13][CH2:12]2)=[O:10])=[CH:4][C:3]=1[C:16]1[N:17]=[C:18]2[N:23]=[CH:22][C:21]([NH:24][C:25]([NH:27][NH2:28])=[O:26])=[CH:20][N:19]2[CH:29]=1.[C:30](O)(=O)C.C(N)=N.C(O)(=O)C. The catalyst is CN(C=O)C. The product is [F:1][C:2]1[CH:7]=[CH:6][C:5]([NH:8][C:9]([N:11]2[CH2:12][CH2:13][CH2:14][CH2:15]2)=[O:10])=[CH:4][C:3]=1[C:16]1[N:17]=[C:18]2[N:23]=[CH:22][C:21]([N:24]3[C:25](=[O:26])[NH:27][N:28]=[CH:30]3)=[CH:20][N:19]2[CH:29]=1. The yield is 0.200. (4) The reactants are [N:1]1[C:2]([CH2:10][OH:11])=[CH:3][N:4]2[CH:9]=[CH:8][CH:7]=[CH:6][C:5]=12.[H-].[Na+].Cl[C:15]1[CH:20]=[CH:19][N+:18]([O-:21])=[CH:17][CH:16]=1.[NH4+].[OH-]. The catalyst is O1CCOCC1.CN(C=O)C.O1CCOCC1.C(Cl)Cl.CO. The product is [N:1]1[C:2]([CH2:10][O:11][C:15]2[CH:20]=[CH:19][N+:18]([O-:21])=[CH:17][CH:16]=2)=[CH:3][N:4]2[CH:9]=[CH:8][CH:7]=[CH:6][C:5]=12. The yield is 0.300. (5) The reactants are Br[CH2:2][C:3]1[CH:4]=[CH:5][C:6]([F:27])=[C:7]([C:9]2[CH:14]=[CH:13][C:12](=[O:15])[N:11]([CH2:16][C:17]3[CH:18]=[C:19]([CH:24]=[CH:25][CH:26]=3)[C:20]([O:22][CH3:23])=[O:21])[N:10]=2)[CH:8]=1.C(=O)([O-])[O-].[Cs+].[Cs+].N[N:35]1[C:39]2[CH:40]=[CH:41][CH:42]=[CH:43][C:38]=2[N:37]=[CH:36]1.C[N:45](C=O)C. No catalyst specified. The product is [NH2:45][C:36]1[N:37]([CH2:2][C:3]2[CH:4]=[CH:5][C:6]([F:27])=[C:7]([C:9]3[CH:14]=[CH:13][C:12](=[O:15])[N:11]([CH2:16][C:17]4[CH:18]=[C:19]([CH:24]=[CH:25][CH:26]=4)[C:20]([O:22][CH3:23])=[O:21])[N:10]=3)[CH:8]=2)[C:38]2[CH:43]=[CH:42][CH:41]=[CH:40][C:39]=2[N:35]=1. The yield is 0.270. (6) The reactants are [Cl:1][C:2]1[N:7]=[CH:6][N+:5]([O-])=[C:4]2[CH2:9][CH2:10][C@@H:11]([CH3:12])[C:3]=12.[C:13]([O:16]C(=O)C)(=[O:15])[CH3:14]. No catalyst specified. The product is [C:13]([O:16][CH:9]1[C:4]2[N:5]=[CH:6][N:7]=[C:2]([Cl:1])[C:3]=2[C@H:11]([CH3:12])[CH2:10]1)(=[O:15])[CH3:14]. The yield is 0.700. (7) The reactants are [Cl-].O[NH3+:3].[C:4](=[O:7])([O-])[OH:5].[Na+].CS(C)=O.[CH3:13][O:14][CH2:15][C:16]([CH3:51])([CH3:50])[O:17][C:18]1[CH:23]=[CH:22][C:21]([N:24]2[C:29](=[O:30])[C:28]([CH2:31][C:32]3[CH:37]=[CH:36][C:35]([C:38]4[C:39]([C:44]#[N:45])=[CH:40][CH:41]=[CH:42][CH:43]=4)=[CH:34][CH:33]=3)=[C:27]([CH2:46][CH2:47][CH3:48])[N:26]=[C:25]2[CH3:49])=[CH:20][CH:19]=1. The catalyst is O.C(OCC)(=O)C. The product is [CH3:13][O:14][CH2:15][C:16]([CH3:50])([CH3:51])[O:17][C:18]1[CH:19]=[CH:20][C:21]([N:24]2[C:29](=[O:30])[C:28]([CH2:31][C:32]3[CH:37]=[CH:36][C:35]([C:38]4[CH:43]=[CH:42][CH:41]=[CH:40][C:39]=4[C:44]4[NH:3][C:4](=[O:7])[O:5][N:45]=4)=[CH:34][CH:33]=3)=[C:27]([CH2:46][CH2:47][CH3:48])[N:26]=[C:25]2[CH3:49])=[CH:22][CH:23]=1. The yield is 0.410.